From a dataset of M1 muscarinic receptor agonist screen with 61,833 compounds. Binary Classification. Given a drug SMILES string, predict its activity (active/inactive) in a high-throughput screening assay against a specified biological target. (1) The molecule is O=C(n1c2c(c(=O)[nH]c3c1nccc3)cccc2)CN1CCN(CC1)C. The result is 0 (inactive). (2) The drug is FC(F)(F)C(O)(C1C(=O)CC(CC1=O)(C)C)C(OCC)=O. The result is 0 (inactive). (3) The compound is Clc1ccc(S(=O)(=O)N(Cc2onc(n2)c2ccncc2)C)cc1. The result is 0 (inactive). (4) The compound is S(=O)(=O)(N1CCCC1)c1ccc(cc1)c1oc(SCC(=O)Nc2cc(ccc2)C)nn1. The result is 0 (inactive). (5) The compound is S(=O)(=O)(CCC(=O)N(c1cc(ccc1)C)C)c1c2nonc2ccc1. The result is 0 (inactive). (6) The compound is S(=O)(=O)(N1\S(=N\S(=O)(=O)c2ccccc2)CC=CC1)c1ccccc1. The result is 0 (inactive). (7) The drug is Clc1c(NC(=O)CSc2n(N)c(nn2)c2oc3c(c2)cccc3OC)cc(cc1)C(F)(F)F. The result is 0 (inactive).